This data is from Full USPTO retrosynthesis dataset with 1.9M reactions from patents (1976-2016). The task is: Predict the reactants needed to synthesize the given product. (1) Given the product [C:1]([O:5][C:6](=[O:20])[NH:7][C:8]1[CH:13]=[C:12]([CH3:14])[C:11]([C:15]([F:18])([F:17])[F:16])=[CH:10][C:9]=1[NH:19][C:26](=[O:25])[CH2:27][C:28](=[O:48])[C:29]1[CH:34]=[CH:33][CH:32]=[C:31]([N:35]2[C:39]([CH2:40][O:41][CH:42]3[CH2:47][CH2:46][CH2:45][CH2:44][O:43]3)=[CH:38][N:37]=[N:36]2)[CH:30]=1)([CH3:4])([CH3:2])[CH3:3], predict the reactants needed to synthesize it. The reactants are: [C:1]([O:5][C:6](=[O:20])[NH:7][C:8]1[CH:13]=[C:12]([CH3:14])[C:11]([C:15]([F:18])([F:17])[F:16])=[CH:10][C:9]=1[NH2:19])([CH3:4])([CH3:3])[CH3:2].C([O:25][C:26](=O)[CH2:27][C:28](=[O:48])[C:29]1[CH:34]=[CH:33][CH:32]=[C:31]([N:35]2[C:39]([CH2:40][O:41][CH:42]3[CH2:47][CH2:46][CH2:45][CH2:44][O:43]3)=[CH:38][N:37]=[N:36]2)[CH:30]=1)(C)(C)C. (2) Given the product [NH2:1][C@@H:2]1[CH2:7][CH2:6][CH2:5][CH2:4][C@H:3]1[CH2:8][OH:9], predict the reactants needed to synthesize it. The reactants are: [NH2:1][C@@H:2]1[CH2:7][CH2:6][CH2:5][CH2:4][C@H:3]1[C:8](O)=[O:9].[H-].[H-].[H-].[H-].[Li+].[Al+3].[OH-].[Na+].[O-]S([O-])(=O)=O.[Mg+2].